This data is from Reaction yield outcomes from USPTO patents with 853,638 reactions. The task is: Predict the reaction yield, written as a fraction of the theoretical maximum amount of product (1.0 means a 100% yield; for example, 0.34 means a 34% yield). The reactants are [CH:1]([C:4]1[CH:5]=[C:6]([C:12]([OH:14])=O)[O:7][C:8]=1[CH:9]([CH3:11])[CH3:10])([CH3:3])[CH3:2].[NH2:15][C:16]1[CH:27]=[CH:26][C:19]([O:20][CH2:21][C:22]([O:24][CH3:25])=[O:23])=[CH:18][CH:17]=1. No catalyst specified. The product is [CH:1]([C:4]1[CH:5]=[C:6]([C:12]([NH:15][C:16]2[CH:27]=[CH:26][C:19]([O:20][CH2:21][C:22]([O:24][CH3:25])=[O:23])=[CH:18][CH:17]=2)=[O:14])[O:7][C:8]=1[CH:9]([CH3:10])[CH3:11])([CH3:2])[CH3:3]. The yield is 0.860.